Predict the product of the given reaction. From a dataset of Forward reaction prediction with 1.9M reactions from USPTO patents (1976-2016). (1) Given the reactants [C:1]([C:3]1[CH:31]=[CH:30][C:6]2[NH:7][C:8]([C:10]([C:18]3[C:26]([O:27][CH3:28])=[CH:25][C:24]([CH3:29])=[C:23]4[C:19]=3[CH:20]=[CH:21][NH:22]4)([CH3:17])[CH2:11][CH2:12][C:13]([O:15]C)=[O:14])=[N:9][C:5]=2[CH:4]=1)#[N:2].[OH-].[K+], predict the reaction product. The product is: [C:1]([C:3]1[CH:31]=[CH:30][C:6]2[NH:7][C:8]([C:10]([C:18]3[C:26]([O:27][CH3:28])=[CH:25][C:24]([CH3:29])=[C:23]4[C:19]=3[CH:20]=[CH:21][NH:22]4)([CH3:17])[CH2:11][CH2:12][C:13]([OH:15])=[O:14])=[N:9][C:5]=2[CH:4]=1)#[N:2]. (2) Given the reactants Cl.[NH2:2][C@@H:3]1[CH2:5][C@H:4]1[C:6]1[CH:7]=[C:8]([CH:13]=[CH:14][C:15]=1[F:16])[C:9]([O:11][CH3:12])=[O:10].C(=O)([O-])O.[Na+].[CH:22]1([CH:25]=O)[CH2:24][CH2:23]1.[BH4-].[Na+].[C:29](O[C:29]([O:31][C:32]([CH3:35])([CH3:34])[CH3:33])=[O:30])([O:31][C:32]([CH3:35])([CH3:34])[CH3:33])=[O:30], predict the reaction product. The product is: [C:32]([O:31][C:29]([N:2]([CH2:25][CH:22]1[CH2:23][CH2:24]1)[C@@H:3]1[CH2:5][C@H:4]1[C:6]1[CH:7]=[C:8]([CH:13]=[CH:14][C:15]=1[F:16])[C:9]([O:11][CH3:12])=[O:10])=[O:30])([CH3:35])([CH3:34])[CH3:33]. (3) Given the reactants [H-].[Na+].F[C:4]1[CH:5]=[C:6]2[C:11](=[CH:12][C:13]=1[O:14][CH3:15])[N:10]=[C:9]([C:16]1[CH:21]=[CH:20][CH:19]=[C:18]([C:22]([F:25])([F:24])[F:23])[CH:17]=1)[C:8]([CH3:26])=[C:7]2[C:27]([OH:29])=[O:28].[CH3:30][S-:31].[Na+].I[CH3:34], predict the reaction product. The product is: [CH3:26][C:8]1[C:9]([C:16]2[CH:21]=[CH:20][CH:19]=[C:18]([C:22]([F:23])([F:25])[F:24])[CH:17]=2)=[N:10][C:11]2[C:6]([C:7]=1[C:27]([O:29][CH3:34])=[O:28])=[CH:5][C:4]([S:31][CH3:30])=[C:13]([O:14][CH3:15])[CH:12]=2. (4) Given the reactants Cl.[CH2:2]([C:6]1[NH:10][C:9](=[O:11])[C:8]2([CH2:15][CH2:14][CH2:13][CH2:12]2)[N:7]=1)[CH2:3][CH2:4][CH3:5].[OH-].[K+].[I:18][C:19]1[CH:26]=[CH:25][C:22]([CH2:23]Br)=[CH:21][CH:20]=1, predict the reaction product. The product is: [CH2:2]([C:6]1[N:10]([CH2:23][C:22]2[CH:25]=[CH:26][C:19]([I:18])=[CH:20][CH:21]=2)[C:9](=[O:11])[C:8]2([CH2:15][CH2:14][CH2:13][CH2:12]2)[N:7]=1)[CH2:3][CH2:4][CH3:5]. (5) Given the reactants [CH3:1][C:2]([O:5][C:6]([N:8]1[CH2:11][CH2:10][C@H:9]1[C:12]([OH:14])=O)=[O:7])([CH3:4])[CH3:3].CN(C(ON1N=NC2C=CC=NC1=2)=[N+](C)C)C.F[P-](F)(F)(F)(F)F.CCN(C(C)C)C(C)C.FC(F)(F)C(O)=O.[NH2:55][C@@H:56]([CH2:63][CH:64]([CH3:66])[CH3:65])/[CH:57]=[CH:58]/[C:59]([O:61][CH3:62])=[O:60], predict the reaction product. The product is: [CH3:62][O:61][C:59](=[O:60])/[CH:58]=[CH:57]/[C@@H:56]([NH:55][C:12]([C@@H:9]1[CH2:10][CH2:11][N:8]1[C:6]([O:5][C:2]([CH3:1])([CH3:3])[CH3:4])=[O:7])=[O:14])[CH2:63][CH:64]([CH3:66])[CH3:65].